Predict the reactants needed to synthesize the given product. From a dataset of Full USPTO retrosynthesis dataset with 1.9M reactions from patents (1976-2016). (1) Given the product [C:1]([O:4][C@H:5]1[C@H:11]([O:12][C:13](=[O:15])[CH3:14])[C@@H:10]([O:16][C:17](=[O:19])[CH3:18])[C@:9]2([C:21]3[CH:26]=[CH:25][C:24]([Cl:27])=[C:23]([CH2:28][C:43]4[CH:44]=[CH:45][C:46]([O:47][C:48]5[CH:53]=[CH:52][C:51]([C:54](=[O:56])[CH3:55])=[CH:50][CH:49]=5)=[CH:57][CH:58]=4)[CH:22]=3)[O:20][C@@:6]1([CH2:30][O:31][C:32](=[O:34])[CH3:33])[CH2:7][O:8]2)(=[O:3])[CH3:2], predict the reactants needed to synthesize it. The reactants are: [C:1]([O:4][C@H:5]1[C@H:11]([O:12][C:13](=[O:15])[CH3:14])[C@@H:10]([O:16][C:17](=[O:19])[CH3:18])[C@:9]2([C:21]3[CH:26]=[CH:25][C:24]([Cl:27])=[C:23]([CH2:28]Br)[CH:22]=3)[O:20][C@@:6]1([CH2:30][O:31][C:32](=[O:34])[CH3:33])[CH2:7][O:8]2)(=[O:3])[CH3:2].CC1(C)C(C)(C)OB([C:43]2[CH:58]=[CH:57][C:46]([O:47][C:48]3[CH:53]=[CH:52][C:51]([C:54](=[O:56])[CH3:55])=[CH:50][CH:49]=3)=[CH:45][CH:44]=2)O1.C(=O)([O-])[O-].[Na+].[Na+].CN(C=O)C. (2) The reactants are: [OH:1][C:2]1[CH:10]=[CH:9][C:8]([C:11]2[N:12]([C:27]([O:29][C:30]([CH3:33])([CH3:32])[CH3:31])=[O:28])[C:13]3[C:18]([CH:19]=2)=[CH:17][C:16]([CH2:20][N:21]2[CH2:26][CH2:25][CH2:24][CH2:23][CH2:22]2)=[CH:15][CH:14]=3)=[C:7]2[C:3]=1[CH2:4][NH:5][C:6]2=[O:34].C(N(CC)CC)C.[N:42]1[CH:47]=[CH:46][CH:45]=[CH:44][C:43]=1[S:48](Cl)(=[O:50])=[O:49]. Given the product [N:42]1[CH:47]=[CH:46][CH:45]=[CH:44][C:43]=1[S:48]([O:1][C:2]1[CH:10]=[CH:9][C:8]([C:11]2[N:12]([C:27]([O:29][C:30]([CH3:31])([CH3:33])[CH3:32])=[O:28])[C:13]3[C:18]([CH:19]=2)=[CH:17][C:16]([CH2:20][N:21]2[CH2:26][CH2:25][CH2:24][CH2:23][CH2:22]2)=[CH:15][CH:14]=3)=[C:7]2[C:3]=1[CH2:4][NH:5][C:6]2=[O:34])(=[O:50])=[O:49], predict the reactants needed to synthesize it. (3) Given the product [CH3:24][CH:23]1[CH2:22][CH:21]([C:25]([OH:29])=[O:26])[CH2:20][CH2:19][N:18]1[CH2:16][C:15]1[CH:30]=[CH:31][CH:12]=[C:13]([NH:34][C:7]([C:6]2[CH:5]=[N:4][CH:3]=[C:2]([CH3:1])[CH:10]=2)=[O:8])[CH:14]=1, predict the reactants needed to synthesize it. The reactants are: [CH3:1][C:2]1[CH:3]=[N:4][CH:5]=[C:6]([CH:10]=1)[C:7](Cl)=[O:8].Cl[C:12]1[CH:31]=[CH:30][C:15]([C:16]([NH:18][C:19]2[CH:24]=[CH:23][CH:22]=[C:21]([CH:25]3[O:29]CC[O:26]3)[CH:20]=2)=O)=[CH:14][CH:13]=1.CC1CC(C(OC)=O)CC[NH:34]1.C(OC(C1CCN(CC2C=CC=C(NC(=O)C3C=CC(Cl)=CC=3)C=2)CC1)=O)C. (4) Given the product [Br:10][C:7]1[CH:8]=[CH:9][C:2]([NH:1][C:14]([CH:11]2[CH2:13][CH2:12]2)=[O:15])=[C:3]([C:4]#[N:5])[CH:6]=1, predict the reactants needed to synthesize it. The reactants are: [NH2:1][C:2]1[CH:9]=[CH:8][C:7]([Br:10])=[CH:6][C:3]=1[C:4]#[N:5].[CH:11]1([C:14](Cl)=[O:15])[CH2:13][CH2:12]1. (5) Given the product [C:1]([O:5][C:6]([N:8]1[CH2:13][CH2:12][N:11]([C:14]2[N:22]([C:23]3[CH:28]=[CH:27][CH:26]=[CH:25][C:24]=3[Cl:29])[C:21]3[C:20](=[O:30])[N:19]([CH2:50][CH2:49][C:46]4[CH:47]=[CH:48][CH:43]=[CH:44][CH:45]=4)[C:18](=[O:31])[N:17]([CH2:32][C:33]([O:35][CH3:36])=[O:34])[C:16]=3[N:15]=2)[CH2:10][CH2:9]1)=[O:7])([CH3:4])([CH3:3])[CH3:2], predict the reactants needed to synthesize it. The reactants are: [C:1]([O:5][C:6]([N:8]1[CH2:13][CH2:12][N:11]([C:14]2[N:22]([C:23]3[CH:28]=[CH:27][CH:26]=[CH:25][C:24]=3[Cl:29])[C:21]3[C:20](=[O:30])[NH:19][C:18](=[O:31])[N:17]([CH2:32][C:33]([O:35][CH3:36])=[O:34])[C:16]=3[N:15]=2)[CH2:10][CH2:9]1)=[O:7])([CH3:4])([CH3:3])[CH3:2].C(=O)([O-])[O-].[K+].[K+].[CH:43]1[CH:48]=[CH:47][C:46]([CH2:49][CH2:50]Br)=[CH:45][CH:44]=1. (6) Given the product [CH3:5][C:4]1[CH:20]=[CH:21][C:22]([CH3:23])=[C:2]2[C:3]=1[CH2:14][CH2:13][C:12]2=[O:11], predict the reactants needed to synthesize it. The reactants are: [Li][CH2:2][CH2:3][CH2:4][CH3:5].COC([O:11][CH2:12][C:13]1C=CC=C[C:14]=1Br)(C)C.[CH3:20][CH2:21][CH2:22][CH2:23]CC. (7) Given the product [O:42]=[S:2]1(=[O:1])[C:8]2[CH:9]=[C:10]([O:13][CH2:14][C:15]([OH:17])=[O:16])[CH:11]=[CH:12][C:7]=2[N:6]([C:20]2[CH:25]=[CH:24][C:23]([NH:26][C:27]([O:29][C:30]([CH3:32])([CH3:33])[CH3:31])=[O:28])=[CH:22][CH:21]=2)[CH2:5][C:4]([CH2:38][CH2:39][CH2:40][CH3:41])([CH2:34][CH2:35][CH2:36][CH3:37])[CH2:3]1, predict the reactants needed to synthesize it. The reactants are: [O:1]=[S:2]1(=[O:42])[C:8]2[CH:9]=[C:10]([O:13][CH2:14][C:15]([O:17]CC)=[O:16])[CH:11]=[CH:12][C:7]=2[N:6]([C:20]2[CH:25]=[CH:24][C:23]([NH:26][C:27]([O:29][C:30]([CH3:33])([CH3:32])[CH3:31])=[O:28])=[CH:22][CH:21]=2)[CH2:5][C:4]([CH2:38][CH2:39][CH2:40][CH3:41])([CH2:34][CH2:35][CH2:36][CH3:37])[CH2:3]1.O.[Li+].[OH-].Cl. (8) Given the product [CH:34]1([NH:40][C:2]2[CH:3]=[C:4]([CH:25]=[CH:26][N:27]=2)[C:5]([NH:7][C:8]2[S:9][C:10]3[C:16]([N:17]4[CH2:22][CH2:21][O:20][CH2:19][CH2:18]4)=[CH:15][CH:14]=[C:13]([O:23][CH3:24])[C:11]=3[N:12]=2)=[O:6])[CH2:39][CH2:38][CH2:37][CH2:36][CH2:35]1, predict the reactants needed to synthesize it. The reactants are: Br[C:2]1[CH:3]=[C:4]([CH:25]=[CH:26][N:27]=1)[C:5]([NH:7][C:8]1[S:9][C:10]2[C:16]([N:17]3[CH2:22][CH2:21][O:20][CH2:19][CH2:18]3)=[CH:15][CH:14]=[C:13]([O:23][CH3:24])[C:11]=2[N:12]=1)=[O:6].C(=O)([O-])[O-].[Cs+].[Cs+].[CH:34]1([NH2:40])[CH2:39][CH2:38][CH2:37][CH2:36][CH2:35]1.